From a dataset of Catalyst prediction with 721,799 reactions and 888 catalyst types from USPTO. Predict which catalyst facilitates the given reaction. (1) The catalyst class is: 42. Reactant: [Br:1][C:2]1[CH:11]=[CH:10][C:5]([C:6]([O:8][CH3:9])=[O:7])=[C:4]([CH3:12])[C:3]=1[OH:13].[C:14](=O)([O-])[O-].[Cs+].[Cs+].IC. Product: [Br:1][C:2]1[CH:11]=[CH:10][C:5]([C:6]([O:8][CH3:9])=[O:7])=[C:4]([CH3:12])[C:3]=1[O:13][CH3:14]. (2) The catalyst class is: 756. Product: [CH:1]1([C:4]2[N:5]([CH2:27][CH3:28])[C:6]3[C:11]([N:12]=2)=[C:10]([N:13]2[CH2:18][CH2:17][O:16][CH2:15][C@@H:14]2[CH3:19])[N:9]=[C:8]([C:20]2[CH:21]=[CH:22][C:23]([NH:24][C:37]([NH:52][CH:50]4[CH2:51][O:48][CH2:49]4)=[O:39])=[CH:25][CH:26]=2)[N:7]=3)[CH2:2][CH2:3]1. Reactant: [CH:1]1([C:4]2[N:5]([CH2:27][CH3:28])[C:6]3[C:11]([N:12]=2)=[C:10]([N:13]2[CH2:18][CH2:17][O:16][CH2:15][C@@H:14]2[CH3:19])[N:9]=[C:8]([C:20]2[CH:26]=[CH:25][C:23]([NH2:24])=[CH:22][CH:21]=2)[N:7]=3)[CH2:3][CH2:2]1.C(N(CC)CC)C.Cl[C:37](Cl)([O:39]C(=O)OC(Cl)(Cl)Cl)Cl.[O:48]1[CH2:51][CH:50]([NH2:52])[CH2:49]1. (3) Reactant: Cl.[CH2:2]([O:4][C:5](=[NH:12])[CH2:6][C:7]([O:9][CH2:10][CH3:11])=[O:8])[CH3:3].C(N(CC)CC)C.[C:20](Cl)(=[O:25])[C:21]([CH3:24])([CH3:23])[CH3:22]. Product: [CH3:22][C:21]([CH3:24])([CH3:23])[C:20]([N:12]=[C:5]([O:4][CH2:2][CH3:3])[CH2:6][C:7]([O:9][CH2:10][CH3:11])=[O:8])=[O:25]. The catalyst class is: 4. (4) Product: [CH3:1][C:2]1[CH:3]=[C:4]([CH:5]=[C:18]([C:15]2[CH:16]=[CH:17][C:12]([OH:11])=[CH:13][CH:14]=2)[C:19]([OH:21])=[O:20])[CH:7]=[C:8]([CH3:10])[CH:9]=1. Reactant: [CH3:1][C:2]1[CH:3]=[C:4]([CH:7]=[C:8]([CH3:10])[CH:9]=1)[CH:5]=O.[OH:11][C:12]1[CH:17]=[CH:16][C:15]([CH2:18][C:19]([OH:21])=[O:20])=[CH:14][CH:13]=1.C([O-])(=O)C.[K+].C(OC(=O)C)(=O)C. The catalyst class is: 6. (5) Reactant: CN(C)C=O.[C:6]([C:8]1[C:17]2[C:12](=[CH:13][C:14]([O:20][CH3:21])=[C:15]([O:18][CH3:19])[CH:16]=2)[N:11]=[CH:10][N:9]=1)#[N:7].[N-:22]=[N+:23]=[N-:24].[Na+].[Cl-].[NH4+]. Product: [CH3:19][O:18][C:15]1[CH:16]=[C:17]2[C:12](=[CH:13][C:14]=1[O:20][CH3:21])[N:11]=[CH:10][N:9]=[C:8]2[C:6]1[NH:24][N:23]=[N:22][N:7]=1. The catalyst class is: 13. (6) Reactant: [O:1]1CCCO[CH:2]1[C:7]1[CH:8]=[CH:9][C:10]2[O:14][C:13](=[O:15])[NH:12][C:11]=2[CH:16]=1.Cl. Product: [O:15]=[C:13]1[NH:12][C:11]2[CH:16]=[C:7]([CH:2]=[O:1])[CH:8]=[CH:9][C:10]=2[O:14]1. The catalyst class is: 5.